This data is from Forward reaction prediction with 1.9M reactions from USPTO patents (1976-2016). The task is: Predict the product of the given reaction. (1) Given the reactants [C:1]([C:5]1[CH:31]=[CH:30][C:8]([C:9]([NH:11][C:12]2[CH:28]=[C:27]([NH2:29])[CH:26]=[CH:25][C:13]=2[C:14]([NH:16][C:17]2[CH:22]=[CH:21][C:20]([O:23][CH3:24])=[CH:19][CH:18]=2)=[O:15])=[O:10])=[CH:7][CH:6]=1)([CH3:4])([CH3:3])[CH3:2].[CH3:32][O:33][CH2:34][C:35](Cl)=[O:36], predict the reaction product. The product is: [C:1]([C:5]1[CH:31]=[CH:30][C:8]([C:9]([NH:11][C:12]2[CH:28]=[C:27]([NH:29][C:35](=[O:36])[CH2:34][O:33][CH3:32])[CH:26]=[CH:25][C:13]=2[C:14]([NH:16][C:17]2[CH:22]=[CH:21][C:20]([O:23][CH3:24])=[CH:19][CH:18]=2)=[O:15])=[O:10])=[CH:7][CH:6]=1)([CH3:4])([CH3:2])[CH3:3]. (2) Given the reactants [Br-].[C:2]([CH2:4][CH2:5][CH2:6][CH2:7][Zn+])#[N:3].N#N.[CH2:11]([C:18]1[NH:27][C:21]2[N:22]=[N:23][C:24](Cl)=[CH:25][C:20]=2[CH:19]=1)[C:12]1[CH:17]=[CH:16][CH:15]=[CH:14][CH:13]=1, predict the reaction product. The product is: [CH2:11]([C:18]1[NH:27][C:21]2[N:22]=[N:23][C:24]([CH2:7][CH2:6][CH2:5][CH2:4][C:2]#[N:3])=[CH:25][C:20]=2[CH:19]=1)[C:12]1[CH:17]=[CH:16][CH:15]=[CH:14][CH:13]=1. (3) Given the reactants [NH2:1][C:2]([N:4]([CH2:13][C:14]1[CH:19]=[CH:18][C:17]([CH3:20])=[CH:16][CH:15]=1)[NH:5]C(OC(C)(C)C)=O)=[O:3].ClCCl.[CH3:24][S:25]([OH:28])(=[O:27])=[O:26].II, predict the reaction product. The product is: [CH3:24][S:25]([OH:28])(=[O:27])=[O:26].[CH3:20][C:17]1[CH:18]=[CH:19][C:14]([CH2:13][N:4]([C:2]([NH2:1])=[O:3])[NH2:5])=[CH:15][CH:16]=1. (4) Given the reactants COC1C2C(C3C=CC=CC=3)=C(C3C=CC(C4(N)CCC4)=CC=3)OC=2N=C(N2CCOCC2)N=1.[CH3:35][O:36][C:37]1[C:38]2[C:55]([C:56]3[CH:61]=[CH:60][CH:59]=[CH:58][CH:57]=3)=[C:54]([C:62]3[CH:67]=[CH:66][C:65]([C:68]4([NH:72]C(=O)OC(C)(C)C)[CH2:71][CH2:70][CH2:69]4)=[CH:64][CH:63]=3)[O:53][C:39]=2[N:40]=[C:41]([NH:43][CH2:44][CH2:45][N:46]2[CH2:51][CH2:50][N:49]([CH3:52])[CH2:48][CH2:47]2)[N:42]=1, predict the reaction product. The product is: [NH2:72][C:68]1([C:65]2[CH:66]=[CH:67][C:62]([C:54]3[O:53][C:39]4[N:40]=[C:41]([NH:43][CH2:44][CH2:45][N:46]5[CH2:51][CH2:50][N:49]([CH3:52])[CH2:48][CH2:47]5)[N:42]=[C:37]([O:36][CH3:35])[C:38]=4[C:55]=3[C:56]3[CH:57]=[CH:58][CH:59]=[CH:60][CH:61]=3)=[CH:63][CH:64]=2)[CH2:69][CH2:70][CH2:71]1. (5) Given the reactants Br[C:2]1[S:3][CH:4]=[C:5]([C:7]2[CH:12]=[CH:11][C:10]([NH:13][S:14]([C:17]([F:20])([F:19])[F:18])(=[O:16])=[O:15])=[CH:9][C:8]=2[Cl:21])[N:6]=1.[F:22][C:23]1[CH:24]=[CH:25][C:26](B2OC(C)(C)C(C)(C)O2)=[C:27]([CH2:29][N:30]2[CH2:34][CH2:33][CH2:32][CH2:31]2)[CH:28]=1.C(=O)([O-])[O-].[Na+].[Na+].CN(C)C=O, predict the reaction product. The product is: [Cl:21][C:8]1[CH:9]=[C:10]([NH:13][S:14]([C:17]([F:20])([F:19])[F:18])(=[O:16])=[O:15])[CH:11]=[CH:12][C:7]=1[C:5]1[N:6]=[C:2]([C:26]2[CH:25]=[CH:24][C:23]([F:22])=[CH:28][C:27]=2[CH2:29][N:30]2[CH2:31][CH2:32][CH2:33][CH2:34]2)[S:3][CH:4]=1. (6) Given the reactants [NH2:1][CH2:2][C:3]1[CH:30]=[CH:29][C:6]([CH2:7][N:8]([CH2:21][C:22]2[CH:27]=[CH:26][C:25]([F:28])=[CH:24][CH:23]=2)[S:9]([C:12]2[CH:17]=[C:16]([Cl:18])[CH:15]=[C:14]([Cl:19])[C:13]=2[OH:20])(=[O:11])=[O:10])=[CH:5][CH:4]=1.C(Cl)Cl.[F:34][C:35]1[CH:42]=[CH:41][C:38]([CH:39]=O)=[CH:37][CH:36]=1.[BH4-].[Na+], predict the reaction product. The product is: [Cl:19][C:14]1[C:13]([OH:20])=[C:12]([S:9]([N:8]([CH2:21][C:22]2[CH:27]=[CH:26][C:25]([F:28])=[CH:24][CH:23]=2)[CH2:7][C:6]2[CH:5]=[CH:4][C:3]([CH2:2][NH:1][CH2:39][C:38]3[CH:41]=[CH:42][C:35]([F:34])=[CH:36][CH:37]=3)=[CH:30][CH:29]=2)(=[O:11])=[O:10])[CH:17]=[C:16]([Cl:18])[CH:15]=1.